Predict which catalyst facilitates the given reaction. From a dataset of Catalyst prediction with 721,799 reactions and 888 catalyst types from USPTO. (1) Reactant: [Br:1][C:2]1[C:3]([NH2:12])=[N:4][CH:5]=[C:6]([C:8]([F:11])([F:10])[F:9])[CH:7]=1.Cl[C:14]([C:17]([O:19][CH2:20][CH3:21])=[O:18])=[CH:15][O-].[K+].S(=O)(=O)(O)O.C(O)C. Product: [Br:1][C:2]1[C:3]2[N:4]([C:14]([C:17]([O:19][CH2:20][CH3:21])=[O:18])=[CH:15][N:12]=2)[CH:5]=[C:6]([C:8]([F:11])([F:9])[F:10])[CH:7]=1. The catalyst class is: 13. (2) Reactant: [C:1]([BH3-])#[N:2].[Na+].N[C@H:6]1[CH2:15][CH2:14][C:13]2[C:12]([S:16]([NH:19][C:20]3[CH:25]=[C:24]([Cl:26])[CH:23]=[C:22]([Cl:27])[CH:21]=3)(=[O:18])=[O:17])=[CH:11][CH:10]=[C:9]([O:28][CH3:29])[C:8]=2[CH2:7]1.C=O.[C:32](O)(=O)C. Product: [Cl:27][C:22]1[CH:21]=[C:20]([NH:19][S:16]([C:12]2[C:13]3[CH2:14][CH2:15][C@H:6]([N:2]([CH3:1])[CH3:32])[CH2:7][C:8]=3[C:9]([O:28][CH3:29])=[CH:10][CH:11]=2)(=[O:18])=[O:17])[CH:25]=[C:24]([Cl:26])[CH:23]=1. The catalyst class is: 5. (3) Reactant: [CH3:1][C@@H:2]1[CH2:6][CH2:5][CH2:4][N:3]1[CH2:7][CH2:8][C:9]1[CH:14]=[CH:13][C:12]([C:15]2[CH:20]=[CH:19][C:18]([C:21]3([C:26](O)=[O:27])[CH2:25][CH2:24][CH2:23][CH2:22]3)=[CH:17][CH:16]=2)=[CH:11][CH:10]=1.Cl.[NH2:30][CH2:31][CH2:32][C:33]([O:35][CH3:36])=[O:34].CN(C(ON1N=NC2C=CC=NC1=2)=[N+](C)C)C.F[P-](F)(F)(F)(F)F.Cl. Product: [CH3:1][C@@H:2]1[CH2:6][CH2:5][CH2:4][N:3]1[CH2:7][CH2:8][C:9]1[CH:14]=[CH:13][C:12]([C:15]2[CH:16]=[CH:17][C:18]([C:21]3([C:26]([NH:30][CH2:31][CH2:32][C:33]([O:35][CH3:36])=[O:34])=[O:27])[CH2:25][CH2:24][CH2:23][CH2:22]3)=[CH:19][CH:20]=2)=[CH:11][CH:10]=1. The catalyst class is: 3. (4) Reactant: [CH2:1]([NH:8][C:9]1[C:10]2[NH:18][N:17]=[C:16]([CH:19]([CH3:21])[CH3:20])[C:11]=2[N:12]=[C:13](Cl)[N:14]=1)[C:2]1[CH:7]=[CH:6][CH:5]=[CH:4][CH:3]=1.[NH2:22][CH2:23][CH2:24][NH2:25]. Product: [CH2:1]([NH:8][C:9]1[C:10]2[NH:18][N:17]=[C:16]([CH:19]([CH3:21])[CH3:20])[C:11]=2[N:12]=[C:13]([NH:22][CH2:23][CH2:24][NH2:25])[N:14]=1)[C:2]1[CH:7]=[CH:6][CH:5]=[CH:4][CH:3]=1. The catalyst class is: 60. (5) Reactant: [F:1][C:2]1[CH:7]=[CH:6][C:5]([C:8]2[C:12]([CH3:13])=[CH:11][NH:10][C:9]=2[C:14]([O:16][CH2:17][CH3:18])=[O:15])=[CH:4][CH:3]=1.[H-].[Na+].[CH2:21](Br)[C:22]1[CH:27]=[CH:26][CH:25]=[CH:24][CH:23]=1. Product: [CH2:21]([N:10]1[CH:11]=[C:12]([CH3:13])[C:8]([C:5]2[CH:6]=[CH:7][C:2]([F:1])=[CH:3][CH:4]=2)=[C:9]1[C:14]([O:16][CH2:17][CH3:18])=[O:15])[C:22]1[CH:27]=[CH:26][CH:25]=[CH:24][CH:23]=1. The catalyst class is: 3. (6) Reactant: [CH:1](=[C:3]1[CH2:7][N:6]([C:8]([O:10][C:11]([CH3:14])([CH3:13])[CH3:12])=[O:9])[C@H:5]([C:15]([O:17][CH3:18])=[O:16])[CH2:4]1)[CH3:2]. Product: [CH2:1]([CH:3]1[CH2:7][N:6]([C:8]([O:10][C:11]([CH3:14])([CH3:12])[CH3:13])=[O:9])[C@H:5]([C:15]([O:17][CH3:18])=[O:16])[CH2:4]1)[CH3:2]. The catalyst class is: 50. (7) Reactant: [N:1]([Sn](CCCC)(CCCC)CCCC)=[N+:2]=[N-:3].[F:17][C:18]([F:52])([F:51])[C:19]1[CH:20]=[C:21]([CH:44]=[C:45]([C:47]([F:50])([F:49])[F:48])[CH:46]=1)[CH2:22][N:23]([C:42]#[N:43])[CH:24]1[CH2:30][CH2:29][CH2:28][N:27]([C:31]([O:33][CH:34]([CH3:36])[CH3:35])=[O:32])[C:26]2[CH:37]=[C:38]([Cl:41])[CH:39]=[CH:40][C:25]1=2.C(OCC)(=O)C.Cl. Product: [F:50][C:47]([F:48])([F:49])[C:45]1[CH:44]=[C:21]([CH:20]=[C:19]([C:18]([F:17])([F:51])[F:52])[CH:46]=1)[CH2:22][N:23]([C:42]1[NH:3][N:2]=[N:1][N:43]=1)[CH:24]1[CH2:30][CH2:29][CH2:28][N:27]([C:31]([O:33][CH:34]([CH3:36])[CH3:35])=[O:32])[C:26]2[CH:37]=[C:38]([Cl:41])[CH:39]=[CH:40][C:25]1=2. The catalyst class is: 11.